From a dataset of Forward reaction prediction with 1.9M reactions from USPTO patents (1976-2016). Predict the product of the given reaction. (1) The product is: [C:2]([OH:19])(=[O:18])[CH2:3][CH2:4][CH2:5][CH2:6][CH2:7][CH2:8][CH2:9][CH2:10][CH2:11][CH2:12][CH2:13][CH2:14][CH2:15][CH2:16][CH3:17]. Given the reactants [Br-].[C:2]([O:19]C(C[O:19][C:2](=[O:18])[CH2:3][CH2:4][CH2:5][CH2:6][CH2:7][CH2:8][CH2:9][CH2:10][CH2:11][CH2:12][CH2:13][CH2:14][CH2:15][CH2:16][CH3:17])C[N+](CCCCCCCCCCCCCCCCCCCCO)(C)C)(=[O:18])[CH2:3][CH2:4][CH2:5][CH2:6][CH2:7][CH2:8][CH2:9][CH2:10][CH2:11][CH2:12][CH2:13][CH2:14][CH2:15][CH2:16][CH3:17].CC1(C)N([O])C(C)(C)CCC1.[K+].[Br-].C([O-])(O)=O.[Na+], predict the reaction product. (2) Given the reactants [H-].[Na+].[CH3:3][C:4]1([CH3:12])[CH2:9][C:8](=[O:10])[CH2:7][C:6](=[O:11])[CH2:5]1.Cl[CH2:14][C:15](=[O:17])[CH3:16].[NH4+].[Cl-], predict the reaction product. The product is: [CH3:3][C:4]1([CH3:12])[CH2:9][C:8](=[O:10])[CH:7]([CH2:14][C:15](=[O:17])[CH3:16])[C:6](=[O:11])[CH2:5]1. (3) Given the reactants COC1C(OC)=CC2N(C)C(=O)CN=C(C3C=CC=C(C#CCCCC)C=3)C=2C=1.[C:30]([Si:34]([O:47][C:48]1[CH:53]=[C:52]([N+:54]([O-])=O)[CH:51]=[CH:50][C:49]=1[O:57][CH3:58])([C:41]1[CH:46]=[CH:45][CH:44]=[CH:43][CH:42]=1)[C:35]1[CH:40]=[CH:39][CH:38]=[CH:37][CH:36]=1)([CH3:33])([CH3:32])[CH3:31], predict the reaction product. The product is: [Si:34]([O:47][C:48]1[CH:53]=[C:52]([CH:51]=[CH:50][C:49]=1[O:57][CH3:58])[NH2:54])([C:30]([CH3:33])([CH3:32])[CH3:31])([C:41]1[CH:42]=[CH:43][CH:44]=[CH:45][CH:46]=1)[C:35]1[CH:40]=[CH:39][CH:38]=[CH:37][CH:36]=1. (4) The product is: [CH:35]1[C:34]2[CH:33]([CH2:32][O:31][C:29](=[O:30])[NH:28][C@H:24]([C:25](=[O:26])[NH:11][C:8]3[CH:7]=[CH:6][C:5]([C:1]([CH3:4])([CH3:2])[CH3:3])=[CH:10][CH:9]=3)[CH2:23][CH2:22][CH2:21][CH2:20][NH2:19])[C:45]3[C:40](=[CH:41][CH:42]=[CH:43][CH:44]=3)[C:39]=2[CH:38]=[CH:37][CH:36]=1. Given the reactants [C:1]([C:5]1[CH:10]=[CH:9][C:8]([NH2:11])=[CH:7][CH:6]=1)([CH3:4])([CH3:3])[CH3:2].C(OC([NH:19][CH2:20][CH2:21][CH2:22][CH2:23][C@H:24]([NH:28][C:29]([O:31][CH2:32][CH:33]1[C:45]2[CH:44]=[CH:43][CH:42]=[CH:41][C:40]=2[C:39]2[C:34]1=[CH:35][CH:36]=[CH:37][CH:38]=2)=[O:30])[C:25](O)=[O:26])=O)(C)(C)C, predict the reaction product. (5) Given the reactants C([O:5][C:6](=[O:30])[CH2:7][N:8]1[CH2:13][CH2:12][CH2:11][CH2:10][C@H:9]1[CH2:14][O:15][C:16]1[CH:21]=[CH:20][C:19]([O:22][C:23]2[CH:28]=[CH:27][C:26]([Cl:29])=[CH:25][CH:24]=2)=[CH:18][CH:17]=1)(C)(C)C.Cl, predict the reaction product. The product is: [ClH:29].[Cl:29][C:26]1[CH:27]=[CH:28][C:23]([O:22][C:19]2[CH:18]=[CH:17][C:16]([O:15][CH2:14][C@@H:9]3[CH2:10][CH2:11][CH2:12][CH2:13][N:8]3[CH2:7][C:6]([OH:30])=[O:5])=[CH:21][CH:20]=2)=[CH:24][CH:25]=1. (6) Given the reactants [Cl:1][C:2]1[CH:3]=[C:4]([CH2:21][CH2:22][O:23]C(=O)C)[CH:5]=[C:6]([Cl:20])[C:7]=1[O:8][C:9]1[CH:14]=[C:13]([CH:15]([CH3:17])[CH3:16])[C:12](=[O:18])[N:11]([CH3:19])[N:10]=1.[OH-].[Na+], predict the reaction product. The product is: [Cl:1][C:2]1[CH:3]=[C:4]([CH2:21][CH2:22][OH:23])[CH:5]=[C:6]([Cl:20])[C:7]=1[O:8][C:9]1[CH:14]=[C:13]([CH:15]([CH3:17])[CH3:16])[C:12](=[O:18])[N:11]([CH3:19])[N:10]=1. (7) Given the reactants [CH2:1]([O:4][C:5]1[C:10](Br)=[C:9]([Cl:12])[C:8]([CH2:13][C:14]2[CH:19]=[CH:18][C:17]([O:20][CH2:21][CH3:22])=[CH:16][CH:15]=2)=[CH:7][C:6]=1[CH:23]1[C@H:28]([O:29][CH2:30][C:31]2[CH:36]=[CH:35][CH:34]=[CH:33][CH:32]=2)[C@@H:27]([O:37][CH2:38][C:39]2[CH:44]=[CH:43][CH:42]=[CH:41][CH:40]=2)[C@H:26]([O:45][CH2:46][C:47]2[CH:52]=[CH:51][CH:50]=[CH:49][CH:48]=2)[C@@H:25]([CH2:53][O:54][CH2:55][C:56]2[CH:61]=[CH:60][CH:59]=[CH:58][CH:57]=2)[O:24]1)[CH:2]=[CH2:3].C([SnH](CCCC)CCCC)CCC.CC(N=NC(C#N)(C)C)(C#N)C, predict the reaction product. The product is: [Cl:12][C:9]1[C:10]2[CH:2]([CH3:3])[CH2:1][O:4][C:5]=2[C:6]([CH:23]2[C@H:28]([O:29][CH2:30][C:31]3[CH:32]=[CH:33][CH:34]=[CH:35][CH:36]=3)[C@@H:27]([O:37][CH2:38][C:39]3[CH:40]=[CH:41][CH:42]=[CH:43][CH:44]=3)[C@H:26]([O:45][CH2:46][C:47]3[CH:52]=[CH:51][CH:50]=[CH:49][CH:48]=3)[C@@H:25]([CH2:53][O:54][CH2:55][C:56]3[CH:57]=[CH:58][CH:59]=[CH:60][CH:61]=3)[O:24]2)=[CH:7][C:8]=1[CH2:13][C:14]1[CH:15]=[CH:16][C:17]([O:20][CH2:21][CH3:22])=[CH:18][CH:19]=1.